Dataset: Reaction yield outcomes from USPTO patents with 853,638 reactions. Task: Predict the reaction yield, written as a fraction of the theoretical maximum amount of product (1.0 means a 100% yield; for example, 0.34 means a 34% yield). (1) The yield is 0.0800. The product is [F:32][C:29]1[CH:30]=[CH:31][C:26]([C@:19]2([CH2:22][CH2:23][CH2:24][OH:25])[O:18][C:17](=[O:33])[N:16]([C@H:14]([C:11]3[CH:10]=[CH:9][C:8]([C:6]4[CH:5]=[CH:4][N:3]=[C:2]([OH:35])[N:7]=4)=[CH:13][CH:12]=3)[CH3:15])[CH2:21][CH2:20]2)=[CH:27][CH:28]=1. The catalyst is CC(O)=O.O. The reactants are N[C:2]1[N:7]=[C:6]([C:8]2[CH:13]=[CH:12][C:11]([C@@H:14]([N:16]3[CH2:21][CH2:20][C@@:19]([C:26]4[CH:31]=[CH:30][C:29]([F:32])=[CH:28][CH:27]=4)([CH2:22][CH2:23][CH2:24][OH:25])[O:18][C:17]3=[O:33])[CH3:15])=[CH:10][CH:9]=2)[CH:5]=[CH:4][N:3]=1.N([O-])=[O:35].[Na+]. (2) The reactants are C([O:4][CH2:5][C:6]1[C:7]([N:31]2[CH2:43][CH2:42][N:34]3[C:35]4[CH2:36][CH2:37][CH2:38][CH2:39][C:40]=4[CH:41]=[C:33]3[C:32]2=[O:44])=[N:8][CH:9]=[CH:10][C:11]=1[C:12]1[CH:17]=[C:16]([NH:18][C:19]2[CH:28]=[C:22]3[CH2:23][N:24]([CH3:27])[CH2:25][CH2:26][N:21]3[N:20]=2)[C:15](=[O:29])[N:14]([CH3:30])[CH:13]=1)(=O)C.O[Li].O. The catalyst is CC(O)C.C1COCC1.O. The product is [OH:4][CH2:5][C:6]1[C:7]([N:31]2[CH2:43][CH2:42][N:34]3[C:35]4[CH2:36][CH2:37][CH2:38][CH2:39][C:40]=4[CH:41]=[C:33]3[C:32]2=[O:44])=[N:8][CH:9]=[CH:10][C:11]=1[C:12]1[CH:17]=[C:16]([NH:18][C:19]2[CH:28]=[C:22]3[CH2:23][N:24]([CH3:27])[CH2:25][CH2:26][N:21]3[N:20]=2)[C:15](=[O:29])[N:14]([CH3:30])[CH:13]=1. The yield is 0.320.